This data is from Forward reaction prediction with 1.9M reactions from USPTO patents (1976-2016). The task is: Predict the product of the given reaction. Given the reactants [C:1]([C:5]1[CH:10]=[CH:9][C:8](B(O)O)=[CH:7][CH:6]=1)([O:3][CH3:4])=[O:2].Br[C:15]1[CH:20]=[CH:19][C:18]([F:21])=[CH:17][C:16]=1[F:22].C1(P(C2C=CC=CC=2)C2C=CC=CC=2)C=CC=CC=1.C(=O)([O-])[O-].[Na+].[Na+], predict the reaction product. The product is: [CH3:4][O:3][C:1]([C:5]1[CH:10]=[CH:9][C:8]([C:15]2[CH:20]=[CH:19][C:18]([F:21])=[CH:17][C:16]=2[F:22])=[CH:7][CH:6]=1)=[O:2].